From a dataset of Forward reaction prediction with 1.9M reactions from USPTO patents (1976-2016). Predict the product of the given reaction. (1) Given the reactants [C:1](=[O:20])([O:12][CH2:13][C:14]1[CH:19]=[CH:18][N:17]=[CH:16][CH:15]=1)OC1C=CC([N+]([O-])=O)=CC=1.C1(C)C(S(O)(=O)=O)=CC=CC=1.[O:32]1[CH2:36][CH2:35][C@@H:34]([NH2:37])[CH2:33]1.CCN(C(C)C)C(C)C, predict the reaction product. The product is: [O:32]1[CH2:36][CH2:35][C@@H:34]([NH:37][C:1](=[O:20])[O:12][CH2:13][C:14]2[CH:15]=[CH:16][N:17]=[CH:18][CH:19]=2)[CH2:33]1. (2) Given the reactants [Br:1][C:2]1[CH:7]=[CH:6][C:5]([CH2:8]O)=[C:4]([CH2:10][CH3:11])[CH:3]=1.P(Br)(Br)[Br:13], predict the reaction product. The product is: [Br:1][C:2]1[CH:7]=[CH:6][C:5]([CH2:8][Br:13])=[C:4]([CH2:10][CH3:11])[CH:3]=1. (3) Given the reactants [CH3:1][O:2][C:3](=[O:36])[C:4]1[CH:9]=[C:8]([N+:10]([O-])=O)[C:7]([C:13]2[CH:14]=[C:15]3[C:20](=[CH:21][CH:22]=2)[N:19]=[C:18]([C:23]2[S:27][C:26]([CH3:28])=[N:25][C:24]=2[CH3:29])[CH:17]=[CH:16]3)=[C:6]([CH:30]2[CH2:35][CH2:34][CH2:33][CH2:32][CH2:31]2)[CH:5]=1, predict the reaction product. The product is: [CH3:1][O:2][C:3](=[O:36])[C:4]1[CH:5]=[C:6]([CH:30]2[CH2:35][CH2:34][CH2:33][CH2:32][CH2:31]2)[C:7]([C:13]2[CH:14]=[C:15]3[C:20](=[CH:21][CH:22]=2)[N:19]=[C:18]([C:23]2[S:27][C:26]([CH3:28])=[N:25][C:24]=2[CH3:29])[CH:17]=[CH:16]3)=[C:8]([NH2:10])[CH:9]=1. (4) Given the reactants [H-].[Na+].[CH3:3][C@H:4]1[CH2:9][C@@H:8]([OH:10])[C@H:7]([C:11]([CH3:13])=[CH2:12])[CH2:6][CH2:5]1.Cl[CH2:15][C:16]([OH:18])=[O:17], predict the reaction product. The product is: [CH3:3][C@H:4]1[CH2:9][C@@H:8]([O:10][CH2:15][C:16]([OH:18])=[O:17])[C@H:7]([C:11]([CH3:13])=[CH2:12])[CH2:6][CH2:5]1. (5) Given the reactants [NH2:1][CH2:2][CH:3]([OH:14])[CH2:4][O:5][C:6]1[CH:13]=[CH:12][C:9]([C:10]#[N:11])=[CH:8][CH:7]=1.O.[C:16](O[C:16]([O:18][C:19]([CH3:22])([CH3:21])[CH3:20])=[O:17])([O:18][C:19]([CH3:22])([CH3:21])[CH3:20])=[O:17].[Na+].[Cl-], predict the reaction product. The product is: [C:10]([C:9]1[CH:12]=[CH:13][C:6]([O:5][CH2:4][CH:3]([OH:14])[CH2:2][NH:1][C:16](=[O:17])[O:18][C:19]([CH3:22])([CH3:21])[CH3:20])=[CH:7][CH:8]=1)#[N:11].